This data is from Reaction yield outcomes from USPTO patents with 853,638 reactions. The task is: Predict the reaction yield, written as a fraction of the theoretical maximum amount of product (1.0 means a 100% yield; for example, 0.34 means a 34% yield). (1) The reactants are C1(N2[C:12](=[O:13])[C:11]3[S:14][CH:15]=[C:16]([C:17]4[CH:22]=[CH:21][CH:20]=[CH:19][CH:18]=4)[C:10]=3[N:9]=[CH:8]2)C=CC=CC=1.NC1C(C2C=CC=CC=2)=CSC=1C(OC)=O.C(OCC)(OCC)OCC.[CH3:49][C:50]1[CH:51]=[C:52]([CH:54]=[CH:55][C:56]=1[CH3:57])[NH2:53]. The catalyst is C(O)(=O)C. The product is [CH3:49][C:50]1[CH:51]=[C:52]([N:53]2[C:12](=[O:13])[C:11]3[S:14][CH:15]=[C:16]([C:17]4[CH:22]=[CH:21][CH:20]=[CH:19][CH:18]=4)[C:10]=3[N:9]=[CH:8]2)[CH:54]=[CH:55][C:56]=1[CH3:57]. The yield is 0.500. (2) The reactants are C([O-])([O-])=O.[K+].[K+].Br[CH2:8][CH2:9]Br.[NH2:11][C:12]1[CH:17]=[CH:16][CH:15]=[CH:14][C:13]=1[SH:18]. The catalyst is CC(C)=O. The product is [S:18]1[C:13]2[CH:14]=[CH:15][CH:16]=[CH:17][C:12]=2[NH:11][CH2:9][CH2:8]1. The yield is 0.660. (3) The reactants are [Br:1][C:2]1[CH:3]=[CH:4][C:5]([O:20][C:21]([F:24])([F:23])[F:22])=[C:6]([CH:19]=1)[CH2:7][NH:8][C:9]1[C:14]([N+:15]([O-:17])=[O:16])=[CH:13][N:12]=[C:11](Cl)[N:10]=1.[NH2:25][CH2:26][C@@H:27]1[CH2:31][CH2:30][N:29]([C:32]([O:34][C:35]([CH3:38])([CH3:37])[CH3:36])=[O:33])[CH2:28]1. No catalyst specified. The product is [Br:1][C:2]1[CH:3]=[CH:4][C:5]([O:20][C:21]([F:24])([F:23])[F:22])=[C:6]([CH:19]=1)[CH2:7][NH:8][C:9]1[C:14]([N+:15]([O-:17])=[O:16])=[CH:13][N:12]=[C:11]([NH:25][CH2:26][C@@H:27]2[CH2:31][CH2:30][N:29]([C:32]([O:34][C:35]([CH3:38])([CH3:37])[CH3:36])=[O:33])[CH2:28]2)[N:10]=1. The yield is 0.750.